Task: Predict the reaction yield, written as a fraction of the theoretical maximum amount of product (1.0 means a 100% yield; for example, 0.34 means a 34% yield).. Dataset: Reaction yield outcomes from USPTO patents with 853,638 reactions The reactants are [O:1]=[CH:2][CH:3]=[CH:4][C:5]([O:7][CH3:8])=[O:6].[CH3:9][N:10]1[C:18]2[C:13](=[CH:14][CH:15]=[CH:16][CH:17]=2)[CH:12]=[CH:11]1.C(O)(C(F)(F)F)=O.C([C@@H]1N[C@H](C(C)(C)C)N(C)C1=O)C1C=CC=CC=1. The catalyst is C(Cl)Cl.C(O)(C)C. The product is [CH3:8][O:7][C:5](=[O:6])[C@@H:4]([C:12]1[C:13]2[C:18](=[CH:17][CH:16]=[CH:15][CH:14]=2)[N:10]([CH3:9])[CH:11]=1)[CH2:3][CH:2]=[O:1]. The yield is 0.890.